This data is from Peptide-MHC class I binding affinity with 185,985 pairs from IEDB/IMGT. The task is: Regression. Given a peptide amino acid sequence and an MHC pseudo amino acid sequence, predict their binding affinity value. This is MHC class I binding data. (1) The peptide sequence is YRFRKSSKK. The MHC is HLA-B08:01 with pseudo-sequence HLA-B08:01. The binding affinity (normalized) is 0.0847. (2) The peptide sequence is QAERTGEPDY. The MHC is HLA-A30:01 with pseudo-sequence HLA-A30:01. The binding affinity (normalized) is 0.193. (3) The peptide sequence is IFFFLFNIL. The MHC is HLA-A24:03 with pseudo-sequence HLA-A24:03. The binding affinity (normalized) is 0.728. (4) The peptide sequence is DYCNVLNKEF. The MHC is HLA-A02:02 with pseudo-sequence HLA-A02:02. The binding affinity (normalized) is 0.214.